This data is from Catalyst prediction with 721,799 reactions and 888 catalyst types from USPTO. The task is: Predict which catalyst facilitates the given reaction. (1) Reactant: [F:1][C:2]1[CH:3]=[C:4]([CH:8]=[CH:9][C:10]=1[CH3:11])[C:5]([OH:7])=O.Cl.[NH2:13][CH:14]([C:20]([O:22][CH2:23][CH3:24])=[O:21])[C:15]([O:17][CH2:18][CH3:19])=[O:16].ON1C2C=CC=CC=2N=N1.Cl.CN(C)CCCN=C=NCC. Product: [F:1][C:2]1[CH:3]=[C:4]([CH:8]=[CH:9][C:10]=1[CH3:11])[C:5]([NH:13][CH:14]([C:15]([O:17][CH2:18][CH3:19])=[O:16])[C:20]([O:22][CH2:23][CH3:24])=[O:21])=[O:7]. The catalyst class is: 681. (2) Reactant: [CH3:1][C:2]1[CH2:6][N:5]([C:7]([O:9][C:10]([CH3:13])([CH3:12])[CH3:11])=[O:8])[C@H:4]([C:14]([O:16]C)=[O:15])[CH:3]=1.O[Li].O. Product: [C:10]([O:9][C:7]([N:5]1[CH2:6][C:2]([CH3:1])=[CH:3][C@H:4]1[C:14]([OH:16])=[O:15])=[O:8])([CH3:13])([CH3:11])[CH3:12]. The catalyst class is: 87. (3) Reactant: [F:1][C:2]([F:55])([F:54])[C:3]1[CH:4]=[C:5]([CH:51]=[CH:52][CH:53]=1)[CH2:6][NH:7][C:8]([C:10]1[CH:15]=[CH:14][N:13]=[C:12]([C:16]2[CH:21]=[C:20]([N:22]([CH2:27][CH2:28][O:29][CH3:30])[CH2:23][CH2:24][O:25][CH3:26])[CH:19]=[CH:18][C:17]=2[NH:31][C:32]([C:34]2[CH:35]=[C:36]([CH:48]=[CH:49][CH:50]=2)[CH2:37][S:38][CH2:39][CH2:40][C:41]([O:43]C(C)(C)C)=[O:42])=[O:33])[CH:11]=1)=[O:9].FC(F)(F)C(O)=O. Product: [F:55][C:2]([F:1])([F:54])[C:3]1[CH:4]=[C:5]([CH:51]=[CH:52][CH:53]=1)[CH2:6][NH:7][C:8]([C:10]1[CH:15]=[CH:14][N:13]=[C:12]([C:16]2[CH:21]=[C:20]([N:22]([CH2:27][CH2:28][O:29][CH3:30])[CH2:23][CH2:24][O:25][CH3:26])[CH:19]=[CH:18][C:17]=2[NH:31][C:32]([C:34]2[CH:35]=[C:36]([CH:48]=[CH:49][CH:50]=2)[CH2:37][S:38][CH2:39][CH2:40][C:41]([OH:43])=[O:42])=[O:33])[CH:11]=1)=[O:9]. The catalyst class is: 4. (4) Reactant: FC(F)(F)S(O[C:7]1[CH2:8][CH:9]2[N:14]([C:15]([O:17][C:18]([CH3:21])([CH3:20])[CH3:19])=[O:16])[CH:12]([CH:13]=1)[CH2:11][CH2:10]2)(=O)=O.C([O-])(O)=O.[Na+].[F:29][C:30]1[C:35]([F:36])=[CH:34][CH:33]=[CH:32][C:31]=1[N:37]1[C:41]([C:42]2[C:43]([NH2:57])=[N:44][CH:45]=[C:46](B3OC(C)(C)C(C)(C)O3)[CH:47]=2)=[N:40][N:39]=[N:38]1. Product: [NH2:57][C:43]1[N:44]=[CH:45][C:46]([C:7]2[CH2:8][CH:9]3[N:14]([C:15]([O:17][C:18]([CH3:19])([CH3:20])[CH3:21])=[O:16])[CH:12]([CH:13]=2)[CH2:11][CH2:10]3)=[CH:47][C:42]=1[C:41]1[N:37]([C:31]2[CH:32]=[CH:33][CH:34]=[C:35]([F:36])[C:30]=2[F:29])[N:38]=[N:39][N:40]=1. The catalyst class is: 438. (5) Reactant: Br[C:2]1[CH:7]=[CH:6][C:5]([NH:8][C:9](=[O:15])[O:10][C:11]([CH3:14])([CH3:13])[CH3:12])=[C:4]([N+:16]([O-:18])=[O:17])[CH:3]=1.[S:19]1[CH:23]=[CH:22][CH:21]=[C:20]1B(O)O.C(=O)([O-])[O-].[Na+].[Na+]. Product: [N+:16]([C:4]1[CH:3]=[C:2]([C:20]2[S:19][CH:23]=[CH:22][CH:21]=2)[CH:7]=[CH:6][C:5]=1[NH:8][C:9](=[O:15])[O:10][C:11]([CH3:14])([CH3:13])[CH3:12])([O-:18])=[O:17]. The catalyst class is: 108. (6) Reactant: [F:1][C:2]1[CH:7]=[C:6]([F:8])[CH:5]=[CH:4][C:3]=1[OH:9].[Na+].[I-:11].[OH-].[Na+].[O-]Cl.[Na+].[O-]S([O-])(=S)=O.[Na+].[Na+].Cl. Product: [F:1][C:2]1[CH:7]=[C:6]([F:8])[CH:5]=[C:4]([I:11])[C:3]=1[OH:9]. The catalyst class is: 5. (7) Reactant: [Cl:1][C:2]1[C:7]([N+:8]([O-])=O)=[C:6]([NH:11][CH3:12])[CH:5]=[C:4]([Cl:13])[N:3]=1.[Sn](Cl)(Cl)Cl.Cl.[OH-].[Na+]. Product: [Cl:1][C:2]1[C:7]([NH2:8])=[C:6]([NH:11][CH3:12])[CH:5]=[C:4]([Cl:13])[N:3]=1. The catalyst class is: 5. (8) Product: [C:4]([O:1][C:19]([N:14]1[CH2:13][CH2:12][NH:11][C@@H:10]([CH2:3][C:4]2[CH:9]=[CH:8][CH:7]=[CH:6][CH:5]=2)[CH2:15]1)=[O:20])([CH3:9])([CH3:5])[CH3:3]. Reactant: [OH-:1].[Na+].[CH2:3]([C@H:10]1[CH2:15][NH:14][CH2:13][CH2:12][NH:11]1)[C:4]1[CH:9]=[CH:8][CH:7]=[CH:6][CH:5]=1.C(Cl)Cl.[CH3:19][OH:20]. The catalyst class is: 371. (9) Reactant: C[O:2][C:3](=[O:21])[CH2:4][CH2:5][C:6]1[O:10][C:9]([C:11]2[CH:12]=[C:13]([CH:18]=[CH:19][CH:20]=2)[C:14]([O:16]C)=[O:15])=[N:8][CH:7]=1.O.[OH-].[Li+].Cl. Product: [C:3]([CH2:4][CH2:5][C:6]1[O:10][C:9]([C:11]2[CH:12]=[C:13]([CH:18]=[CH:19][CH:20]=2)[C:14]([OH:16])=[O:15])=[N:8][CH:7]=1)([OH:21])=[O:2]. The catalyst class is: 193. (10) Reactant: [C:1]([C:4]1[C:5](=[O:21])[NH:6][C:7]2[C:12]([C:13]=1[C:14]1[CH:19]=[CH:18][CH:17]=[CH:16][CH:15]=1)=[CH:11][C:10]([Cl:20])=[CH:9][CH:8]=2)(=[O:3])[CH3:2].[CH3:22][O:23][C:24]1[CH:31]=[CH:30][CH:29]=[CH:28][C:25]=1[CH:26]=O.[OH-].[Na+]. Product: [Cl:20][C:10]1[CH:11]=[C:12]2[C:7](=[CH:8][CH:9]=1)[NH:6][C:5](=[O:21])[C:4]([C:1](=[O:3])[CH:2]=[CH:26][C:25]1[CH:28]=[CH:29][CH:30]=[CH:31][C:24]=1[O:23][CH3:22])=[C:13]2[C:14]1[CH:15]=[CH:16][CH:17]=[CH:18][CH:19]=1. The catalyst class is: 97.